The task is: Predict the product of the given reaction.. This data is from Forward reaction prediction with 1.9M reactions from USPTO patents (1976-2016). (1) Given the reactants [CH3:1][O:2][C:3]1[C:12]2[C:7](=[C:8]([CH3:13])[CH:9]=[CH:10][CH:11]=2)[C:6]([C:14]([OH:16])=O)=[CH:5][CH:4]=1.[CH:17]12[CH2:22][CH:21]1[CH2:20][NH:19][CH2:18]2, predict the reaction product. The product is: [CH:17]12[CH2:22][CH:21]1[CH2:20][N:19]([C:14]([C:6]1[C:7]3[C:12](=[CH:11][CH:10]=[CH:9][C:8]=3[CH3:13])[C:3]([O:2][CH3:1])=[CH:4][CH:5]=1)=[O:16])[CH2:18]2. (2) The product is: [CH2:12]([O:11][C:9]1[CH:8]=[CH:7][C:3]([C:4]([NH2:6])=[O:5])=[C:2]([NH:1][C:27](=[O:28])[CH:26]([C:23]2[CH:24]=[CH:25][C:20]([F:19])=[CH:21][CH:22]=2)[OH:30])[CH:10]=1)[C:13]1[CH:18]=[CH:17][CH:16]=[CH:15][CH:14]=1. Given the reactants [NH2:1][C:2]1[CH:10]=[C:9]([O:11][CH2:12][C:13]2[CH:18]=[CH:17][CH:16]=[CH:15][CH:14]=2)[CH:8]=[CH:7][C:3]=1[C:4]([NH2:6])=[O:5].[F:19][C:20]1[CH:25]=[CH:24][C:23]([CH:26]2[O:30]C(=O)[O:28][C:27]2=O)=[CH:22][CH:21]=1, predict the reaction product. (3) Given the reactants [CH2:1]([O:8][C:9]1[C:10](=[O:15])[NH:11][CH:12]=[CH:13][CH:14]=1)[C:2]1[CH:7]=[CH:6][CH:5]=[CH:4][CH:3]=1.C([O-])([O-])=O.[Cs+].[Cs+].Cl[CH2:23][S:24]([C:27]1[CH:32]=[CH:31][C:30]([CH3:33])=[CH:29][CH:28]=1)(=[O:26])=[O:25], predict the reaction product. The product is: [CH2:1]([O:8][C:9]1[C:10](=[O:15])[N:11]([CH2:23][S:24]([C:27]2[CH:32]=[CH:31][C:30]([CH3:33])=[CH:29][CH:28]=2)(=[O:25])=[O:26])[CH:12]=[CH:13][CH:14]=1)[C:2]1[CH:3]=[CH:4][CH:5]=[CH:6][CH:7]=1. (4) Given the reactants [C:1]([C:5]1[CH:10]=[CH:9][C:8]([C:11]2[NH:12][C:13]([C:25]3[CH:30]=[CH:29][C:28]([Cl:31])=[CH:27][CH:26]=3)([CH3:24])[C:14]([C:17]3[CH:22]=[CH:21][C:20]([Cl:23])=[CH:19][CH:18]=3)([CH3:16])[N:15]=2)=[C:7]([O:32][CH2:33][CH3:34])[CH:6]=1)([CH3:4])([CH3:3])[CH3:2].[C:35]1([CH2:41][CH2:42][C:43](Cl)=[O:44])[CH:40]=[CH:39][CH:38]=[CH:37][CH:36]=1, predict the reaction product. The product is: [C:1]([C:5]1[CH:10]=[CH:9][C:8]([C:11]2[N:15]([C:43](=[O:44])[CH2:42][CH2:41][C:35]3[CH:40]=[CH:39][CH:38]=[CH:37][CH:36]=3)[C@@:14]([C:17]3[CH:22]=[CH:21][C:20]([Cl:23])=[CH:19][CH:18]=3)([CH3:16])[C@@:13]([C:25]3[CH:26]=[CH:27][C:28]([Cl:31])=[CH:29][CH:30]=3)([CH3:24])[N:12]=2)=[C:7]([O:32][CH2:33][CH3:34])[CH:6]=1)([CH3:2])([CH3:3])[CH3:4]. (5) Given the reactants [CH2:1]([N:8]1[C:16]([OH:17])=[N:15][C:14]2[C:9]1=[N:10][C:11]([CH2:19][C:20]#N)=[N:12][C:13]=2[NH2:18])[C:2]1[CH:7]=[CH:6][CH:5]=[CH:4][CH:3]=1.[OH-:22].[Na+].Cl.[CH3:25][OH:26], predict the reaction product. The product is: [CH2:1]([N:8]1[C:16]([OH:17])=[N:15][C:14]2[C:9]1=[N:10][C:11]([CH2:19][C:20]([O:26][CH3:25])=[O:22])=[N:12][C:13]=2[NH2:18])[C:2]1[CH:7]=[CH:6][CH:5]=[CH:4][CH:3]=1. (6) Given the reactants [OH-].[Na+].F[C:4]1[CH:9]=[C:8]([C:10]2[C:15]([CH3:16])=[CH:14][N:13]=[C:12]([O:17][CH3:18])[C:11]=2[CH3:19])[CH:7]=[CH:6][C:5]=1[C:20]1[N:24]([C@H:25]2[CH2:29][CH2:28][O:27][CH2:26]2)[N:23]=[CH:22][C:21]=1[C:30]([NH2:32])=[O:31].O.C(O)(=O)C, predict the reaction product. The product is: [CH3:18][O:17][C:12]1[C:11]([CH3:19])=[C:10]([C:8]2[CH:9]=[CH:4][C:5]3[C:20]4[N:24]([C@H:25]5[CH2:29][CH2:28][O:27][CH2:26]5)[N:23]=[CH:22][C:21]=4[C:30](=[O:31])[NH:32][C:6]=3[CH:7]=2)[C:15]([CH3:16])=[CH:14][N:13]=1.